From a dataset of Full USPTO retrosynthesis dataset with 1.9M reactions from patents (1976-2016). Predict the reactants needed to synthesize the given product. Given the product [CH3:8][S:9]([NH:14][C:15]1[CH:16]=[CH:17][C:18]([C:21]2[CH:22]=[CH:23][C:24]([NH:27][C:28]([C:30]3[CH:35]=[C:34]([N+:36]([O-:38])=[O:37])[CH:33]=[CH:32][C:31]=3[Cl:39])=[O:29])=[CH:25][CH:26]=2)=[CH:19][CH:20]=1)(=[O:11])=[O:10], predict the reactants needed to synthesize it. The reactants are: C(N(CC)CC)C.[CH3:8][S:9](Cl)(=[O:11])=[O:10].Cl.[NH2:14][C:15]1[CH:20]=[CH:19][C:18]([C:21]2[CH:26]=[CH:25][C:24]([NH:27][C:28]([C:30]3[CH:35]=[C:34]([N+:36]([O-:38])=[O:37])[CH:33]=[CH:32][C:31]=3[Cl:39])=[O:29])=[CH:23][CH:22]=2)=[CH:17][CH:16]=1.C(=O)(O)[O-].[Na+].